From a dataset of Full USPTO retrosynthesis dataset with 1.9M reactions from patents (1976-2016). Predict the reactants needed to synthesize the given product. (1) The reactants are: [NH2:1][C:2]1[N:7]=[C:6]([NH:8][C:9]2[CH:10]=[C:11]3[C:15](=[C:16]([C:18]4[NH:19][C:20]5[C:25]([CH:26]=4)=[CH:24][CH:23]=[CH:22][C:21]=5[C:27](O)=[O:28])[CH:17]=2)[NH:14][N:13]=[CH:12]3)[CH:5]=[CH:4][N:3]=1.C1N=C[N:32](C(N2C=NC=C2)=O)C=1.CN(C)C=O.N. Given the product [NH2:1][C:2]1[N:7]=[C:6]([NH:8][C:9]2[CH:10]=[C:11]3[C:15](=[C:16]([C:18]4[NH:19][C:20]5[C:25]([CH:26]=4)=[CH:24][CH:23]=[CH:22][C:21]=5[C:27]([NH2:32])=[O:28])[CH:17]=2)[NH:14][N:13]=[CH:12]3)[CH:5]=[CH:4][N:3]=1, predict the reactants needed to synthesize it. (2) Given the product [C:38]([O:42][C:43](=[O:55])[N:44]([S:45]([C:48]1[CH:49]=[CH:50][C:51]([Cl:54])=[CH:52][CH:53]=1)(=[O:47])=[O:46])[CH:12]([C:11]1[N:3]([CH2:1][CH3:2])[C:4]2[C:9]([N:10]=1)=[CH:8][N:7]=[C:6]([C:15]([F:18])([F:17])[F:16])[N:5]=2)[CH3:13])([CH3:41])([CH3:39])[CH3:40], predict the reactants needed to synthesize it. The reactants are: [CH2:1]([N:3]1[C:11]([CH:12](O)[CH3:13])=[N:10][C:9]2[C:4]1=[N:5][C:6]([C:15]([F:18])([F:17])[F:16])=[N:7][CH:8]=2)[CH3:2].C1(P(C2C=CC=CC=2)C2C=CC=CC=2)C=CC=CC=1.[C:38]([O:42][C:43](=[O:55])[NH:44][S:45]([C:48]1[CH:53]=[CH:52][C:51]([Cl:54])=[CH:50][CH:49]=1)(=[O:47])=[O:46])([CH3:41])([CH3:40])[CH3:39].CC(OC(/N=N/C(OC(C)C)=O)=O)C. (3) Given the product [C:8]([C:7]1[CH:10]=[C:3]([CH:4]=[CH:5][C:6]=1[O:11][C@H:12]([CH3:15])[CH2:13][CH3:14])[C:1]([OH:17])=[O:2])#[N:9], predict the reactants needed to synthesize it. The reactants are: [CH:1]([C:3]1[CH:4]=[CH:5][C:6]([O:11][C@H:12]([CH3:15])[CH2:13][CH3:14])=[C:7]([CH:10]=1)[C:8]#[N:9])=[O:2].B1([O-])O[O:17]1.O.O.O.O.[Na+]. (4) Given the product [NH2:1][C:4]1[CH:5]=[CH:6][C:7]([S:10]([CH3:13])(=[NH:12])=[O:11])=[CH:8][CH:9]=1, predict the reactants needed to synthesize it. The reactants are: [N+:1]([C:4]1[CH:9]=[CH:8][C:7]([S:10]([CH3:13])(=[NH:12])=[O:11])=[CH:6][CH:5]=1)([O-])=O.C(OC(C)C)(C)C.